Dataset: Reaction yield outcomes from USPTO patents with 853,638 reactions. Task: Predict the reaction yield, written as a fraction of the theoretical maximum amount of product (1.0 means a 100% yield; for example, 0.34 means a 34% yield). (1) The reactants are [CH3:1][N:2]([CH3:19])[C:3](/[CH:5]=[CH:6]/[C:7]1[CH:8]=[C:9](/[CH:12]=[CH:13]/[C:14]([O:16][CH2:17][CH3:18])=[O:15])[NH:10][CH:11]=1)=[O:4]. The catalyst is C(O)C.[Pd]. The product is [CH3:19][N:2]([CH3:1])[C:3]([CH2:5][CH2:6][C:7]1[CH:8]=[C:9]([CH2:12][CH2:13][C:14]([O:16][CH2:17][CH3:18])=[O:15])[NH:10][CH:11]=1)=[O:4]. The yield is 0.970. (2) The reactants are O=[C:2]([C:6]1([C:9]([F:12])([F:11])[F:10])[CH2:8][CH2:7]1)[CH2:3][C:4]#[N:5].[OH-].[Na+].Cl.[C:16]1([CH3:24])[CH:21]=[CH:20][C:19]([NH:22][NH2:23])=[CH:18][CH:17]=1. The catalyst is CCO.O. The product is [C:16]1([CH3:24])[CH:21]=[CH:20][C:19]([N:22]2[C:4]([NH2:5])=[CH:3][C:2]([C:6]3([C:9]([F:10])([F:11])[F:12])[CH2:8][CH2:7]3)=[N:23]2)=[CH:18][CH:17]=1. The yield is 0.570. (3) The reactants are CS([O:5][CH2:6][CH2:7][CH2:8][CH2:9][CH2:10][CH2:11][CH2:12][CH2:13]/[CH:14]=[CH:15]\[CH2:16]/[CH:17]=[CH:18]\[CH2:19][CH2:20][CH2:21][CH2:22][CH3:23])(=O)=O.[CH2:24](O)[CH2:25][OH:26].[OH-].[Na+]. The catalyst is O1CCOCC1. The product is [CH2:6]([O:5][CH2:24][CH2:25][OH:26])[CH2:7][CH2:8][CH2:9][CH2:10][CH2:11][CH2:12][CH2:13]/[CH:14]=[CH:15]\[CH2:16]/[CH:17]=[CH:18]\[CH2:19][CH2:20][CH2:21][CH2:22][CH3:23]. The yield is 0.750. (4) The reactants are [F:1][C:2]1[CH:3]=[C:4]([C:8]2[S:12][C:11]([CH2:19][CH2:20][CH2:21][NH:22][C:23](=[O:29])[O:24][C:25]([CH3:28])([CH3:27])[CH3:26])([C:13]3[CH:18]=[CH:17][CH:16]=[CH:15][CH:14]=3)[NH:10][N:9]=2)[CH:5]=[CH:6][CH:7]=1.[Si:30]([O:47][C@@H:48]([CH3:52])[C:49](O)=[O:50])([C:43]([CH3:46])([CH3:45])[CH3:44])([C:37]1[CH:42]=[CH:41][CH:40]=[CH:39][CH:38]=1)[C:31]1[CH:36]=[CH:35][CH:34]=[CH:33][CH:32]=1.C1CN([P+](ON2N=NC3C=CC=CC2=3)(N2CCCC2)N2CCCC2)CC1.F[P-](F)(F)(F)(F)F.CCN(C(C)C)C(C)C. The catalyst is CN(C=O)C. The product is [Si:30]([O:47][C@@H:48]([CH3:52])[C:49]([N:10]1[N:9]=[C:8]([C:4]2[CH:5]=[CH:6][CH:7]=[C:2]([F:1])[CH:3]=2)[S:12][C@@:11]1([CH2:19][CH2:20][CH2:21][NH:22][C:23](=[O:29])[O:24][C:25]([CH3:26])([CH3:28])[CH3:27])[C:13]1[CH:18]=[CH:17][CH:16]=[CH:15][CH:14]=1)=[O:50])([C:43]([CH3:45])([CH3:46])[CH3:44])([C:37]1[CH:38]=[CH:39][CH:40]=[CH:41][CH:42]=1)[C:31]1[CH:32]=[CH:33][CH:34]=[CH:35][CH:36]=1. The yield is 0.190. (5) The reactants are [CH2:1]([NH:8][C:9](=O)[CH:10]([C:15]([F:18])([F:17])[F:16])[C:11]([F:14])([F:13])[F:12])[C:2]1[CH:7]=[CH:6][CH:5]=[CH:4][CH:3]=1. The catalyst is C1COCC1. The product is [CH2:1]([NH:8][CH2:9][CH:10]([C:11]([F:12])([F:14])[F:13])[C:15]([F:16])([F:17])[F:18])[C:2]1[CH:3]=[CH:4][CH:5]=[CH:6][CH:7]=1. The yield is 1.00. (6) The reactants are [H-].[Al+3].[Li+].[H-].[H-].[H-].N1C2C(=CC=CC=2)C(CC[CH2:18][C:19]([N:21](CC(N)=O)[CH2:22][CH2:23][C:24]2[C:32]3[C:27](=[CH:28][CH:29]=[CH:30][CH:31]=3)[NH:26][CH:25]=2)=O)=C1.O. The catalyst is O1CCCC1. The product is [CH2:19]([NH:21][CH2:22][CH2:23][C:24]1[C:32]2[C:27](=[CH:28][CH:29]=[CH:30][CH:31]=2)[NH:26][CH:25]=1)[CH3:18]. The yield is 0.930.